This data is from Peptide-MHC class I binding affinity with 185,985 pairs from IEDB/IMGT. The task is: Regression. Given a peptide amino acid sequence and an MHC pseudo amino acid sequence, predict their binding affinity value. This is MHC class I binding data. (1) The peptide sequence is HTQAIEGAW. The MHC is HLA-A02:01 with pseudo-sequence HLA-A02:01. The binding affinity (normalized) is 0.0847. (2) The peptide sequence is YSHGTGTGY. The MHC is HLA-A26:01 with pseudo-sequence HLA-A26:01. The binding affinity (normalized) is 0.615. (3) The peptide sequence is EQNWDWNRY. The MHC is HLA-B58:01 with pseudo-sequence HLA-B58:01. The binding affinity (normalized) is 0.0847. (4) The peptide sequence is PDSCLNGKL. The MHC is HLA-B40:01 with pseudo-sequence HLA-B40:01. The binding affinity (normalized) is 0.